Dataset: Full USPTO retrosynthesis dataset with 1.9M reactions from patents (1976-2016). Task: Predict the reactants needed to synthesize the given product. (1) Given the product [N:36]1[S:37][N:38]=[C:39]2[C:44]([NH:45][C:22]([C@@H:12]3[CH2:11][C:10](=[N:9][O:8][CH2:1][C:2]4[CH:3]=[CH:4][CH:5]=[CH:6][CH:7]=4)[CH2:14][N:13]3[C:15](=[O:17])[C:30]3[CH:29]=[CH:28][C:27]([C:25]#[N:26])=[CH:35][CH:34]=3)=[O:24])=[CH:43][CH:42]=[CH:41][C:40]=12, predict the reactants needed to synthesize it. The reactants are: [CH2:1]([O:8][N:9]=[C:10]1[CH2:14][N:13]([C:15]([O:17]C(C)(C)C)=O)[C@H:12]([C:22]([OH:24])=O)[CH2:11]1)[C:2]1[CH:7]=[CH:6][CH:5]=[CH:4][CH:3]=1.[C:25]([C:27]1[CH:35]=[CH:34][C:30](C(Cl)=O)=[CH:29][CH:28]=1)#[N:26].[N:36]1[S:37][N:38]=[C:39]2[C:44]([NH2:45])=[CH:43][CH:42]=[CH:41][C:40]=12. (2) Given the product [Cl:1][C:2]1[CH:10]=[CH:9][CH:8]=[C:7]2[C:3]=1[C:4]([CH2:45][C:44]1[CH:43]=[CH:42][C:41]([O:40][C:34](=[O:39])[C:35]([CH3:37])([CH3:36])[CH3:38])=[CH:49][CH:48]=1)=[CH:5][N:6]2[C@@H:11]1[O:28][C@H:27]([CH2:29][O:30][C:31](=[O:33])[CH3:32])[C@@H:22]([O:23][C:24](=[O:26])[CH3:25])[C@H:17]([O:18][C:19](=[O:21])[CH3:20])[C@H:12]1[O:13][C:14](=[O:16])[CH3:15], predict the reactants needed to synthesize it. The reactants are: [Cl:1][C:2]1[CH:10]=[CH:9][CH:8]=[C:7]2[C:3]=1[CH:4]=[CH:5][N:6]2[C@@H:11]1[O:28][C@H:27]([CH2:29][O:30][C:31](=[O:33])[CH3:32])[C@@H:22]([O:23][C:24](=[O:26])[CH3:25])[C@H:17]([O:18][C:19](=[O:21])[CH3:20])[C@H:12]1[O:13][C:14](=[O:16])[CH3:15].[C:34]([O:40][C:41]1[CH:49]=[CH:48][C:44]([C:45](Cl)=O)=[CH:43][CH:42]=1)(=[O:39])[C:35]([CH3:38])([CH3:37])[CH3:36].